This data is from NCI-60 drug combinations with 297,098 pairs across 59 cell lines. The task is: Regression. Given two drug SMILES strings and cell line genomic features, predict the synergy score measuring deviation from expected non-interaction effect. (1) Drug 1: CN(C(=O)NC(C=O)C(C(C(CO)O)O)O)N=O. Drug 2: CC1C(C(CC(O1)OC2CC(CC3=C2C(=C4C(=C3O)C(=O)C5=CC=CC=C5C4=O)O)(C(=O)C)O)N)O. Cell line: SK-MEL-5. Synergy scores: CSS=67.3, Synergy_ZIP=-3.65, Synergy_Bliss=-1.99, Synergy_Loewe=0.166, Synergy_HSA=2.10. (2) Drug 1: CC=C1C(=O)NC(C(=O)OC2CC(=O)NC(C(=O)NC(CSSCCC=C2)C(=O)N1)C(C)C)C(C)C. Drug 2: C1CC(=O)NC(=O)C1N2C(=O)C3=CC=CC=C3C2=O. Cell line: SF-295. Synergy scores: CSS=52.2, Synergy_ZIP=3.05, Synergy_Bliss=4.03, Synergy_Loewe=-62.5, Synergy_HSA=-0.131. (3) Drug 1: C1=CC=C(C(=C1)C(C2=CC=C(C=C2)Cl)C(Cl)Cl)Cl. Drug 2: COCCOC1=C(C=C2C(=C1)C(=NC=N2)NC3=CC=CC(=C3)C#C)OCCOC.Cl. Cell line: CCRF-CEM. Synergy scores: CSS=-4.13, Synergy_ZIP=2.92, Synergy_Bliss=0.321, Synergy_Loewe=-2.36, Synergy_HSA=-3.55.